From a dataset of Full USPTO retrosynthesis dataset with 1.9M reactions from patents (1976-2016). Predict the reactants needed to synthesize the given product. Given the product [CH2:30]([O:29][C@@H:24]([C@H:23]([OH:32])[C:20]1[CH:21]=[CH:22][C:17]([C:13]2[CH:14]=[CH:15][CH:16]=[C:11]([CH2:10][NH:9][CH3:8])[CH:12]=2)=[CH:18][CH:19]=1)[C:25]([O:27][CH3:28])=[O:26])[CH3:31], predict the reactants needed to synthesize it. The reactants are: C(OC([CH2:8][NH:9][CH2:10][C:11]1[CH:12]=[C:13]([C:17]2[CH:22]=[CH:21][C:20]([C@@H:23]([OH:32])[C@H:24]([O:29][CH2:30][CH3:31])[C:25]([O:27][CH3:28])=[O:26])=[CH:19][CH:18]=2)[CH:14]=[CH:15][CH:16]=1)=O)(C)(C)C.C([SiH](CC)CC)C.C(OCC)(=O)C.[OH-].[Na+].